Dataset: Forward reaction prediction with 1.9M reactions from USPTO patents (1976-2016). Task: Predict the product of the given reaction. (1) Given the reactants [OH:1][C:2]1[C:3]([C:16]2[CH:17]=[C:18]([CH:24]=[CH:25][C:26]([O:28]CC)=[O:27])[CH:19]=[CH:20][C:21]=2[O:22][CH3:23])=[CH:4][C:5]2[C:6]([CH3:15])([CH3:14])[CH2:7][CH2:8][C:9]([CH3:13])([CH3:12])[C:10]=2[CH:11]=1.[CH3:31][O:32][C:33]1[CH:40]=[CH:39][C:36]([CH2:37]Cl)=[CH:35][CH:34]=1, predict the reaction product. The product is: [CH3:23][O:22][C:21]1[CH:20]=[CH:19][C:18]([CH:24]=[CH:25][C:26]([OH:28])=[O:27])=[CH:17][C:16]=1[C:3]1[C:2]([O:1][CH2:37][C:36]2[CH:39]=[CH:40][C:33]([O:32][CH3:31])=[CH:34][CH:35]=2)=[CH:11][C:10]2[C:9]([CH3:13])([CH3:12])[CH2:8][CH2:7][C:6]([CH3:15])([CH3:14])[C:5]=2[CH:4]=1. (2) Given the reactants [CH:1]1([CH2:4][O:5][C:6]2[C:7]([OH:24])=[C:8]([C:14]3[CH:15]=[C:16]4[C:20](=[CH:21][CH:22]=3)[C:19](=[O:23])[O:18][CH2:17]4)[CH:9]=[CH:10][C:11]=2[O:12][CH3:13])[CH2:3][CH2:2]1.C(=O)([O-])[O-].[K+].[K+].Br[CH2:32][C:33]1([CH2:37][O:38][CH3:39])[CH2:36][O:35][CH2:34]1, predict the reaction product. The product is: [CH:1]1([CH2:4][O:5][C:6]2[C:7]([O:24][CH2:32][C:33]3([CH2:37][O:38][CH3:39])[CH2:36][O:35][CH2:34]3)=[C:8]([C:14]3[CH:15]=[C:16]4[C:20](=[CH:21][CH:22]=3)[C:19](=[O:23])[O:18][CH2:17]4)[CH:9]=[CH:10][C:11]=2[O:12][CH3:13])[CH2:3][CH2:2]1. (3) Given the reactants [N+:1]([C:4]1[CH:9]=[CH:8][CH:7]=[CH:6][C:5]=1[C:10]1[S:11][C:12]2[C:17]([N:18]=1)=[CH:16][C:15]([C:19](OC)=[O:20])=[CH:14][N:13]=2)([O-:3])=[O:2].[H-].[Al+3].[Li+].[H-].[H-].[H-].CC(C)=O.[O-]S([O-])=O.[Na+].[Na+], predict the reaction product. The product is: [N+:1]([C:4]1[CH:9]=[CH:8][CH:7]=[CH:6][C:5]=1[C:10]1[S:11][C:12]2[C:17]([N:18]=1)=[CH:16][C:15]([CH2:19][OH:20])=[CH:14][N:13]=2)([O-:3])=[O:2]. (4) Given the reactants [CH:1]([C:4]1[CH:9]=[CH:8][C:7]([CH:10]2[C:14]3[C:15]([CH3:28])=[C:16]([NH:20][C:21](=[O:27])[CH2:22][C:23]([CH3:26])([CH3:25])[CH3:24])[C:17]([CH3:19])=[CH:18][C:13]=3[O:12][CH2:11]2)=[CH:6][CH:5]=1)([CH3:3])[CH3:2].[Br:29]N1C(=O)CCC1=O.O, predict the reaction product. The product is: [Br:29][C:18]1[C:13]2[O:12][CH2:11][CH:10]([C:7]3[CH:6]=[CH:5][C:4]([CH:1]([CH3:2])[CH3:3])=[CH:9][CH:8]=3)[C:14]=2[C:15]([CH3:28])=[C:16]([NH:20][C:21](=[O:27])[CH2:22][C:23]([CH3:26])([CH3:25])[CH3:24])[C:17]=1[CH3:19]. (5) The product is: [Cl:1][C:2]1[C:15]([NH:16][C:17]2[N:25]([CH3:40])[C:24]3[CH:26]=[C:27]([N:28]4[CH2:33][CH2:32][CH:31]([C:34]([F:37])([F:36])[F:35])[CH2:30][CH2:29]4)[C:21]([Cl:20])=[CH:22][C:23]=3[N:38]=2)=[C:14]([Cl:19])[CH:13]=[CH:12][C:3]=1[CH2:4][NH:5][C:6](=[O:11])[C:7]([CH3:10])([CH3:9])[CH3:8]. Given the reactants [Cl:1][C:2]1[C:15]([N:16]=[C:17]=S)=[C:14]([Cl:19])[CH:13]=[CH:12][C:3]=1[CH2:4][NH:5][C:6](=[O:11])[C:7]([CH3:10])([CH3:9])[CH3:8].[Cl:20][C:21]1[C:27]([N:28]2[CH2:33][CH2:32][CH:31]([C:34]([F:37])([F:36])[F:35])[CH2:30][CH2:29]2)=[CH:26][C:24]([NH2:25])=[C:23]([NH:38]C)[CH:22]=1.[CH3:40]C(C)N=C=NC(C)C, predict the reaction product. (6) Given the reactants C[O:2][C:3](=[O:44])[CH2:4][O:5][C:6]1[CH:11]=[CH:10][C:9]([O:12][CH2:13][C:14]#[C:15][C:16]2[CH:21]=[C:20]([C:22]#[C:23][C:24]3[CH:29]=[CH:28][C:27]([C:30]([F:33])([F:32])[F:31])=[CH:26][CH:25]=3)[CH:19]=[C:18]([C:34]#[C:35][CH2:36][N:37]3[CH2:42][CH2:41][CH2:40][CH2:39][CH2:38]3)[CH:17]=2)=[CH:8][C:7]=1[CH3:43], predict the reaction product. The product is: [CH3:43][C:7]1[CH:8]=[C:9]([O:12][CH2:13][C:14]#[C:15][C:16]2[CH:21]=[C:20]([C:22]#[C:23][C:24]3[CH:25]=[CH:26][C:27]([C:30]([F:31])([F:33])[F:32])=[CH:28][CH:29]=3)[CH:19]=[C:18]([C:34]#[C:35][CH2:36][N:37]3[CH2:42][CH2:41][CH2:40][CH2:39][CH2:38]3)[CH:17]=2)[CH:10]=[CH:11][C:6]=1[O:5][CH2:4][C:3]([OH:44])=[O:2]. (7) The product is: [CH2:1]([O:8][C:9]([N:11]1[CH2:16][CH2:15][N:14]([C:17](=[O:24])[C:18]2[CH:23]=[CH:22][CH:21]=[CH:20][CH:19]=2)[CH2:13][CH2:12]1)=[O:10])[C:2]1[CH:7]=[CH:6][CH:5]=[CH:4][CH:3]=1. Given the reactants [CH2:1]([O:8][C:9]([N:11]1[CH2:16][CH2:15][NH:14][CH2:13][CH2:12]1)=[O:10])[C:2]1[CH:7]=[CH:6][CH:5]=[CH:4][CH:3]=1.[C:17](Cl)(=[O:24])[C:18]1[CH:23]=[CH:22][CH:21]=[CH:20][CH:19]=1.CCN(CC)CC, predict the reaction product.